From a dataset of Peptide-MHC class II binding affinity with 134,281 pairs from IEDB. Regression. Given a peptide amino acid sequence and an MHC pseudo amino acid sequence, predict their binding affinity value. This is MHC class II binding data. (1) The peptide sequence is DISWESDAEITGSSERV. The MHC is DRB1_0301 with pseudo-sequence DRB1_0301. The binding affinity (normalized) is 0. (2) The peptide sequence is GVAAAALGSVLVVLA. The MHC is H-2-IAd with pseudo-sequence H-2-IAd. The binding affinity (normalized) is 0.173. (3) The peptide sequence is GELQIVDKIDAAFKV. The MHC is DRB1_0404 with pseudo-sequence DRB1_0404. The binding affinity (normalized) is 0.525. (4) The peptide sequence is VDLAKSLRIAAKIYS. The MHC is DRB1_0405 with pseudo-sequence DRB1_0405. The binding affinity (normalized) is 0.211. (5) The peptide sequence is EKKYFAATQFEPAAA. The MHC is HLA-DQA10301-DQB10302 with pseudo-sequence HLA-DQA10301-DQB10302. The binding affinity (normalized) is 0.481. (6) The peptide sequence is ADLDSGAVIAARDPH. The MHC is HLA-DPA10103-DPB10401 with pseudo-sequence HLA-DPA10103-DPB10401. The binding affinity (normalized) is 0.476.